From a dataset of Forward reaction prediction with 1.9M reactions from USPTO patents (1976-2016). Predict the product of the given reaction. (1) Given the reactants [C:1]([SiH2:5][O:6][C:7]([CH3:20])([CH3:19])[N:8]1[C:16](I)=[N:15][C:14]2[C:9]1=[N:10][CH:11]=[N:12][C:13]=2[NH2:18])([CH3:4])([CH3:3])[CH3:2].[I:21][C:22]1[CH:27]=[CH:26][C:25]([O:28][CH3:29])=[CH:24][C:23]=1[S-:30].[K+].C(Cl)Cl.CCOC(C)=O, predict the reaction product. The product is: [C:1]([SiH2:5][O:6][C:7]([CH3:20])([CH3:19])[N:8]1[C:16]([S:30][C:23]2[CH:24]=[C:25]([O:28][CH3:29])[CH:26]=[CH:27][C:22]=2[I:21])=[N:15][C:14]2[C:9]1=[N:10][CH:11]=[N:12][C:13]=2[NH2:18])([CH3:4])([CH3:3])[CH3:2]. (2) Given the reactants [C:1](Cl)(=[O:3])[CH3:2].[Cl:5][C:6]1[CH:7]=[CH:8][C:9]2[N:15]([CH2:16][C:17]([CH3:21])([CH3:20])[CH2:18][OH:19])[C:14](=[O:22])[C@@H:13]([CH2:23][C:24]([NH:26][C:27]3[CH:28]=[C:29]([CH:33]=[CH:34][C:35]=3[CH3:36])[C:30]([OH:32])=[O:31])=[O:25])[O:12][C@H:11]([C:37]3[CH:42]=[CH:41][CH:40]=[C:39]([O:43][CH3:44])[C:38]=3[O:45][CH3:46])[C:10]=2[CH:47]=1.N1C=CC=CC=1.C(OCC)(=O)C, predict the reaction product. The product is: [C:1]([O:19][CH2:18][C:17]([CH3:20])([CH3:21])[CH2:16][N:15]1[C:9]2[CH:8]=[CH:7][C:6]([Cl:5])=[CH:47][C:10]=2[C@@H:11]([C:37]2[CH:42]=[CH:41][CH:40]=[C:39]([O:43][CH3:44])[C:38]=2[O:45][CH3:46])[O:12][C@H:13]([CH2:23][C:24]([NH:26][C:27]2[CH:28]=[C:29]([CH:33]=[CH:34][C:35]=2[CH3:36])[C:30]([OH:32])=[O:31])=[O:25])[C:14]1=[O:22])(=[O:3])[CH3:2]. (3) The product is: [Cl:13][C:14]1[N:15]=[N:16][C:17]([NH:10][CH2:9][C:8]([C:5]2[CH:4]=[CH:3][C:2]([F:1])=[CH:7][CH:6]=2)([CH3:12])[CH3:11])=[CH:18][CH:19]=1. Given the reactants [F:1][C:2]1[CH:7]=[CH:6][C:5]([C:8]([CH3:12])([CH3:11])[CH2:9][NH2:10])=[CH:4][CH:3]=1.[Cl:13][C:14]1[N:15]=[N:16][C:17](Cl)=[CH:18][CH:19]=1.C([O-])([O-])=O.[K+].[K+], predict the reaction product. (4) The product is: [C:2]([C:6]1[CH:11]=[CH:10][C:9]([CH:12]2[CH2:17][CH:16]([C:18]([O:20][CH3:21])=[O:19])[CH2:15][CH2:14][N:13]2[C:31]([O:32][CH3:33])=[O:34])=[CH:8][CH:7]=1)([CH3:5])([CH3:3])[CH3:4]. Given the reactants Cl.[C:2]([C:6]1[CH:11]=[CH:10][C:9]([CH:12]2[CH2:17][CH:16]([C:18]([O:20][CH3:21])=[O:19])[CH2:15][CH2:14][NH:13]2)=[CH:8][CH:7]=1)([CH3:5])([CH3:4])[CH3:3].CCN(C(C)C)C(C)C.[C:31](Cl)(=[O:34])[O:32][CH3:33], predict the reaction product. (5) Given the reactants [Br:1][C:2]1[C:3]([O:13]CC2C=CC=CC=2)=[C:4]([CH:10]=[CH:11][CH:12]=1)[O:5][CH2:6][C@H:7]1[CH2:9][O:8]1.C1CCCCC=1, predict the reaction product. The product is: [Br:1][C:2]1[CH:12]=[CH:11][CH:10]=[C:4]([O:5][CH2:6][C@H:7]2[CH2:9][O:8]2)[C:3]=1[OH:13].